From a dataset of Reaction yield outcomes from USPTO patents with 853,638 reactions. Predict the reaction yield, written as a fraction of the theoretical maximum amount of product (1.0 means a 100% yield; for example, 0.34 means a 34% yield). (1) The reactants are [I:1][C:2]1[CH:3]=[N:4][NH:5][CH:6]=1.[H-].[Na+].[H][H].[CH3:11][O:12][C:13]1[CH:20]=[CH:19][C:16]([CH2:17]Cl)=[CH:15][CH:14]=1. The catalyst is CN(C=O)C. The product is [I:1][C:2]1[CH:3]=[N:4][N:5]([CH2:17][C:16]2[CH:19]=[CH:20][C:13]([O:12][CH3:11])=[CH:14][CH:15]=2)[CH:6]=1. The yield is 0.930. (2) The reactants are [F:1][C:2]1[CH:3]=[C:4]([CH:50]=[CH:51][CH:52]=1)[CH2:5][N:6]1[CH:10]=[C:9]([C:11]2[C:19]3[C:14](=[N:15][CH:16]=[C:17]([C:20]4[CH:25]=[CH:24][C:23]([N:26]5[CH2:32][CH2:31][CH2:30][N:29](C(OC(C)(C)C)=O)[CH2:28][CH2:27]5)=[CH:22][CH:21]=4)[CH:18]=3)[N:13]([S:40]([C:43]3[CH:49]=[CH:48][C:46]([CH3:47])=[CH:45][CH:44]=3)(=[O:42])=[O:41])[CH:12]=2)[CH:8]=[N:7]1. The catalyst is C(O)(C(F)(F)F)=O.C(Cl)Cl. The product is [N:26]1([C:23]2[CH:24]=[CH:25][C:20]([C:17]3[CH:18]=[C:19]4[C:11]([C:9]5[CH:8]=[N:7][N:6]([CH2:5][C:4]6[CH:50]=[CH:51][CH:52]=[C:2]([F:1])[CH:3]=6)[CH:10]=5)=[CH:12][N:13]([S:40]([C:43]5[CH:44]=[CH:45][C:46]([CH3:47])=[CH:48][CH:49]=5)(=[O:42])=[O:41])[C:14]4=[N:15][CH:16]=3)=[CH:21][CH:22]=2)[CH2:32][CH2:31][CH2:30][NH:29][CH2:28][CH2:27]1. The yield is 0.970. (3) The reactants are [OH:1][C:2]1[CH:7]=[C:6]([CH3:8])[C:5]([C:9](=[O:11])[CH3:10])=[C:4]([CH3:12])[CH:3]=1.C(N(CC)CC)C.[F:20][C:21]([F:34])([F:33])[S:22](O[S:22]([C:21]([F:34])([F:33])[F:20])(=[O:24])=[O:23])(=[O:24])=[O:23].O. The catalyst is C(Cl)Cl. The product is [F:20][C:21]([F:34])([F:33])[S:22]([O:1][C:2]1[CH:3]=[C:4]([CH3:12])[C:5]([C:9](=[O:11])[CH3:10])=[C:6]([CH3:8])[CH:7]=1)(=[O:24])=[O:23]. The yield is 0.850. (4) The reactants are [F:1][C:2]([F:30])([F:29])[C:3]1[CH:4]=[C:5]([CH:22]=[C:23]([C:25]([F:28])([F:27])[F:26])[CH:24]=1)[CH2:6][N:7]1[C:13](=[O:14])[C:12]2[C:15](Cl)=[N:16][C:17]([S:19][CH3:20])=[N:18][C:11]=2[NH:10][CH2:9][CH2:8]1.[CH3:31][C:32]1[CH:37]=[CH:36][CH:35]=[CH:34][C:33]=1OB(O)O. No catalyst specified. The product is [F:1][C:2]([F:30])([F:29])[C:3]1[CH:4]=[C:5]([CH:22]=[C:23]([C:25]([F:28])([F:27])[F:26])[CH:24]=1)[CH2:6][N:7]1[C:13](=[O:14])[C:12]2[C:15]([C:33]3[CH:34]=[CH:35][CH:36]=[CH:37][C:32]=3[CH3:31])=[N:16][C:17]([S:19][CH3:20])=[N:18][C:11]=2[NH:10][CH2:9][CH2:8]1. The yield is 1.00. (5) The reactants are CC(OI1(OC(C)=O)(OC(C)=O)OC(=O)C2C=CC=CC1=2)=[O:3].[O:23]1[C:27]2[CH:28]=[CH:29][C:30]([CH:32]([C:34]3([C:40]4[CH:41]=[C:42]([C:46]5[CH:51]=[CH:50][CH:49]=[C:48]([O:52][CH3:53])[CH:47]=5)[CH:43]=[CH:44][CH:45]=4)SCCCS3)[OH:33])=[CH:31][C:26]=2[CH2:25][CH2:24]1.C(O)(C)(C)C.S([O-])([O-])(=O)=S.[Na+].[Na+].C(=O)([O-])O.[Na+]. The product is [O:23]1[C:27]2[CH:28]=[CH:29][C:30]([C:32](=[O:33])[C:34]([C:40]3[CH:41]=[C:42]([C:46]4[CH:51]=[CH:50][CH:49]=[C:48]([O:52][CH3:53])[CH:47]=4)[CH:43]=[CH:44][CH:45]=3)=[O:3])=[CH:31][C:26]=2[CH2:25][CH2:24]1. The catalyst is ClCCl. The yield is 1.11. (6) The reactants are [Cl:1][C:2]1[N:9]=[C:8]([Cl:10])[C:7]([F:11])=[CH:6][C:3]=1[C:4]#[N:5].S(=O)(=O)(O)[OH:13]. The catalyst is O. The product is [Cl:1][C:2]1[N:9]=[C:8]([Cl:10])[C:7]([F:11])=[CH:6][C:3]=1[C:4]([NH2:5])=[O:13]. The yield is 0.820. (7) The reactants are [O:1]=[C:2]1[CH2:8][CH2:7][CH2:6][CH2:5][CH2:4][N:3]1[C:9]1[CH:10]=[C:11]2[C:15](=[CH:16][CH:17]=1)[N:14](C(OC(C)(C)C)=O)[CH2:13][CH2:12]2.BrCCCCCC(Cl)=O.Cl. The catalyst is O1CCOCC1. The product is [NH:14]1[C:15]2[C:11](=[CH:10][C:9]([N:3]3[CH2:4][CH2:5][CH2:6][CH2:7][CH2:8][C:2]3=[O:1])=[CH:17][CH:16]=2)[CH2:12][CH2:13]1. The yield is 1.00. (8) The reactants are [CH3:1][C:2]1[CH:7]=[C:6]([C:8]([F:17])([C:13]([F:16])([F:15])[F:14])[C:9]([F:12])([F:11])[F:10])[CH:5]=[C:4]([CH3:18])[C:3]=1[NH:19][C:20](=[O:33])[C:21]1[CH:26]=[C:25]([N+:27]([O-])=O)[CH:24]=[CH:23][C:22]=1[NH:30][CH2:31][CH3:32].[Sn](Cl)(Cl)(Cl)Cl.Cl. The catalyst is C(O)(C)C. The product is [NH2:27][C:25]1[CH:24]=[CH:23][C:22]([NH:30][CH2:31][CH3:32])=[C:21]([CH:26]=1)[C:20]([NH:19][C:3]1[C:2]([CH3:1])=[CH:7][C:6]([C:8]([F:17])([C:13]([F:14])([F:15])[F:16])[C:9]([F:11])([F:12])[F:10])=[CH:5][C:4]=1[CH3:18])=[O:33]. The yield is 1.00. (9) The reactants are [F:1][C:2]([F:43])([F:42])[C:3]1[CH:4]=[C:5]([CH:35]=[C:36]([C:38]([F:41])([F:40])[F:39])[CH:37]=1)[CH2:6][N:7]([CH2:14][C:15]1[CH:20]=[C:19]([C:21]([F:24])([F:23])[F:22])[CH:18]=[CH:17][C:16]=1[C:25]1[C:30]([CH3:31])=[CH:29][CH:28]=[C:27]([C:32](=O)[CH3:33])[CH:26]=1)[C:8]1[N:9]=[N:10][N:11]([CH3:13])[N:12]=1.[NH:44]1[CH2:49][CH2:48][O:47][CH2:46][CH2:45]1.[BH4-].[Na+].[OH-].[NH4+]. The catalyst is CC(C)[O-].[Ti+4].CC(C)[O-].CC(C)[O-].CC(C)[O-].C(O)C.ClCCl. The product is [F:41][C:38]([F:39])([F:40])[C:36]1[CH:35]=[C:5]([CH:4]=[C:3]([C:2]([F:1])([F:42])[F:43])[CH:37]=1)[CH2:6][N:7]([CH2:14][C:15]1[CH:20]=[C:19]([C:21]([F:24])([F:23])[F:22])[CH:18]=[CH:17][C:16]=1[C:25]1[CH:26]=[C:27]([CH:32]([N:44]2[CH2:49][CH2:48][O:47][CH2:46][CH2:45]2)[CH3:33])[CH:28]=[CH:29][C:30]=1[CH3:31])[C:8]1[N:9]=[N:10][N:11]([CH3:13])[N:12]=1. The yield is 0.120. (10) The yield is 0.160. The product is [CH3:23][O:24][CH2:25][C:26]1[O:15][C:10]2[CH:9]=[CH:8][C:7]3[CH:6]=[N:5][N:4]([CH2:3][C@H:2]([OH:1])[CH3:16])[C:12]=3[C:11]=2[N:13]=1. The reactants are [OH:1][C@H:2]([CH3:16])[CH2:3][N:4]1[C:12]2[C:7](=[CH:8][CH:9]=[C:10]([OH:15])[C:11]=2[N:13]=O)[CH:6]=[N:5]1.N1C=CC=CC=1.[CH3:23][O:24][CH2:25][C:26](Cl)=O. The catalyst is O1CCCC1.CN(C)C1C=CN=CC=1.[Pd].